Dataset: Reaction yield outcomes from USPTO patents with 853,638 reactions. Task: Predict the reaction yield, written as a fraction of the theoretical maximum amount of product (1.0 means a 100% yield; for example, 0.34 means a 34% yield). (1) The reactants are [O:1]1[CH2:6][CH2:5][N:4]([C:7]2[N:12]=[C:11]([N:13]3[CH2:18][CH2:17][O:16][CH2:15][CH2:14]3)[N:10]=[C:9]([C:19]3[CH:24]=[CH:23][C:22]([NH:25][C:26](=[O:38])[NH:27][C:28]4[CH:37]=[CH:36][C:31]([C:32]([O:34]C)=[O:33])=[CH:30][CH:29]=4)=[CH:21][CH:20]=3)[N:8]=2)[CH2:3][CH2:2]1.C1COCC1.CO.O[Li].O. The catalyst is O. The product is [O:1]1[CH2:2][CH2:3][N:4]([C:7]2[N:12]=[C:11]([N:13]3[CH2:14][CH2:15][O:16][CH2:17][CH2:18]3)[N:10]=[C:9]([C:19]3[CH:24]=[CH:23][C:22]([NH:25][C:26](=[O:38])[NH:27][C:28]4[CH:37]=[CH:36][C:31]([C:32]([OH:34])=[O:33])=[CH:30][CH:29]=4)=[CH:21][CH:20]=3)[N:8]=2)[CH2:5][CH2:6]1. The yield is 0.960. (2) The reactants are [C:1]([C:3]1[CH:8]=[CH:7][CH:6]=[CH:5][C:4]=1[C:9]1[CH:17]=[CH:16][C:12]([C:13]([OH:15])=O)=[C:11]([NH:18][CH2:19][CH2:20][C:21]2[CH:26]=[CH:25][CH:24]=[C:23]([F:27])[CH:22]=2)[N:10]=1)#[N:2].[NH2:28][CH2:29][C@@H:30]1[NH:34][C:33](=[O:35])[CH2:32][CH2:31]1.C1C=CC2N(O)N=NC=2C=1.CN(C(ON1N=NC2C=CC=CC1=2)=[N+](C)C)C.F[P-](F)(F)(F)(F)F. The catalyst is CN(C=O)C. The product is [C:1]([C:3]1[CH:8]=[CH:7][CH:6]=[CH:5][C:4]=1[C:9]1[CH:17]=[CH:16][C:12]([C:13]([NH:28][CH2:29][C@H:30]2[CH2:31][CH2:32][C:33](=[O:35])[NH:34]2)=[O:15])=[C:11]([NH:18][CH2:19][CH2:20][C:21]2[CH:26]=[CH:25][CH:24]=[C:23]([F:27])[CH:22]=2)[N:10]=1)#[N:2]. The yield is 0.670. (3) The yield is 0.520. The reactants are [F:1][C:2]1[CH:3]=[C:4]2[C:8](=[CH:9][CH:10]=1)[NH:7][C:6](=[O:11])[C:5]2=[O:12].[H-].[Na+].Br[CH:16]([C:23]1[CH:28]=[CH:27][CH:26]=[CH:25][CH:24]=1)[C:17]1[CH:22]=[CH:21][CH:20]=[CH:19][CH:18]=1. The catalyst is CN(C)C=O.C(OCC)(=O)C. The product is [C:17]1([CH:16]([C:23]2[CH:24]=[CH:25][CH:26]=[CH:27][CH:28]=2)[N:7]2[C:8]3[C:4](=[CH:3][C:2]([F:1])=[CH:10][CH:9]=3)[C:5](=[O:12])[C:6]2=[O:11])[CH:22]=[CH:21][CH:20]=[CH:19][CH:18]=1.